Dataset: Reaction yield outcomes from USPTO patents with 853,638 reactions. Task: Predict the reaction yield, written as a fraction of the theoretical maximum amount of product (1.0 means a 100% yield; for example, 0.34 means a 34% yield). (1) The reactants are C(OC(=O)[NH:7][C@H:8]([C:10]1[N:14]([C:15]2[CH:20]=[CH:19][CH:18]=[CH:17][CH:16]=2)[C:13]2[C:21]([O:26][CH3:27])=[C:22]([F:25])[CH:23]=[CH:24][C:12]=2[N:11]=1)[CH3:9])(C)(C)C.[ClH:29]. The catalyst is CO.O1CCOCC1. The product is [ClH:29].[ClH:29].[F:25][C:22]1[CH:23]=[CH:24][C:12]2[N:11]=[C:10]([C@@H:8]([NH2:7])[CH3:9])[N:14]([C:15]3[CH:20]=[CH:19][CH:18]=[CH:17][CH:16]=3)[C:13]=2[C:21]=1[O:26][CH3:27]. The yield is 1.00. (2) The reactants are [Br:1][CH2:2][CH2:3][CH2:4][CH2:5][C:6](Cl)=[O:7].[CH3:9][O:10][C:11]1[CH:16]=[CH:15][C:14]([C:17]2[NH:21][N:20]=[C:19]([NH2:22])[CH:18]=2)=[CH:13][CH:12]=1.C(N(C(C)C)CC)(C)C. The catalyst is CC(N(C)C)=O. The product is [CH3:9][O:10][C:11]1[CH:12]=[CH:13][C:14]([C:17]2[NH:21][N:20]=[C:19]([NH:22][C:6](=[O:7])[CH2:5][CH2:4][CH2:3][CH2:2][Br:1])[CH:18]=2)=[CH:15][CH:16]=1. The yield is 0.850. (3) The reactants are [NH2:1][C:2]1[C:24]([C:25](=[O:32])[NH:26][CH:27]2[CH2:31][CH2:30][CH2:29][CH2:28]2)=[C:5]2[N:6]=[CH:7][C:8]([C:17]3[CH:22]=[CH:21][CH:20]=[CH:19][C:18]=3[Cl:23])=[C:9]([C:10]3[CH:15]=[CH:14][C:13]([Cl:16])=[CH:12][CH:11]=3)[N:4]2[N:3]=1.Cl[CH2:34][CH2:35][O:36][CH2:37][CH2:38]Cl. No catalyst specified. The product is [Cl:23][C:18]1[CH:19]=[CH:20][CH:21]=[CH:22][C:17]=1[C:8]1[CH:7]=[N:6][C:5]2[N:4]([N:3]=[C:2]([N:1]3[CH2:38][CH2:37][O:36][CH2:35][CH2:34]3)[C:24]=2[C:25](=[O:32])[NH:26][CH2:27][CH2:31][CH2:30][CH2:29][CH3:28])[C:9]=1[C:10]1[CH:15]=[CH:14][C:13]([Cl:16])=[CH:12][CH:11]=1. The yield is 0.330.